This data is from Forward reaction prediction with 1.9M reactions from USPTO patents (1976-2016). The task is: Predict the product of the given reaction. Given the reactants [CH2:1]([Mg]Br)[CH:2](C)[CH3:3].C([O:9][CH2:10][CH3:11])C.[Cl:12][C:13]1[CH:20]=[CH:19][C:16](C#N)=[CH:15][C:14]=1[C:21]([F:24])([F:23])[F:22], predict the reaction product. The product is: [Cl:12][C:13]1[CH:20]=[CH:19][C:16]([C:10](=[O:9])[CH2:11][CH:2]([CH3:3])[CH3:1])=[CH:15][C:14]=1[C:21]([F:22])([F:23])[F:24].